Predict which catalyst facilitates the given reaction. From a dataset of Catalyst prediction with 721,799 reactions and 888 catalyst types from USPTO. (1) Reactant: [NH2:1][C:2]1[N:7]=[CH:6][C:5]([C:8]2[CH:9]=[C:10]([NH2:19])[C:11]([NH:14][C:15]([CH3:18])([CH3:17])[CH3:16])=[CH:12][CH:13]=2)=[CH:4][N:3]=1.[Cl:20][C:21]1[CH:22]=[CH:23][C:24]([N:29]2[CH:33]=[CH:32][CH:31]=[N:30]2)=[C:25]([CH:28]=1)[CH:26]=O.OOS([O-])=O.[K+].S([O-])([O-])(=O)=S.[Na+].[Na+]. Product: [C:15]([N:14]1[C:11]2[CH:12]=[CH:13][C:8]([C:5]3[CH:4]=[N:3][C:2]([NH2:1])=[N:7][CH:6]=3)=[CH:9][C:10]=2[N:19]=[C:26]1[C:25]1[CH:28]=[C:21]([Cl:20])[CH:22]=[CH:23][C:24]=1[N:29]1[CH:33]=[CH:32][CH:31]=[N:30]1)([CH3:16])([CH3:18])[CH3:17]. The catalyst class is: 18. (2) Reactant: [F:1][C:2]1[CH:7]=[CH:6][N:5]=[C:4]([NH2:8])[CH:3]=1.C1C(=O)N([I:16])C(=O)C1.C(O)(C(F)(F)F)=O. Product: [F:1][C:2]1[C:7]([I:16])=[CH:6][N:5]=[C:4]([NH2:8])[CH:3]=1. The catalyst class is: 210. (3) Reactant: [F:1][C:2]1[CH:7]=[C:6]([CH:8]2[CH2:13][CH2:12][NH:11][CH2:10][CH2:9]2)[CH:5]=[CH:4][C:3]=1[NH:14][C:15]1[N:20]=[C:19]([CH2:21][CH2:22][C:23]2[CH:28]=[CH:27][CH:26]=[CH:25][C:24]=2[CH2:29][C:30]([NH2:32])=[O:31])[C:18]([C:33]([F:36])([F:35])[F:34])=[CH:17][N:16]=1.C=O.[C:39](O[BH-](OC(=O)C)OC(=O)C)(=O)C.[Na+]. Product: [F:1][C:2]1[CH:7]=[C:6]([CH:8]2[CH2:13][CH2:12][N:11]([CH3:39])[CH2:10][CH2:9]2)[CH:5]=[CH:4][C:3]=1[NH:14][C:15]1[N:20]=[C:19]([CH2:21][CH2:22][C:23]2[CH:28]=[CH:27][CH:26]=[CH:25][C:24]=2[CH2:29][C:30]([NH2:32])=[O:31])[C:18]([C:33]([F:34])([F:36])[F:35])=[CH:17][N:16]=1. The catalyst class is: 5. (4) Reactant: [Cl:1][C:2]1[CH:3]=[CH:4][C:5]([OH:12])=[C:6]([NH:8][C:9](=[O:11])[CH3:10])[CH:7]=1.[O:13]1[CH2:15][C@H:14]1[CH2:16]OS(C1C=CC=C([N+]([O-])=O)C=1)(=O)=O.C([O-])([O-])=O.[Cs+].[Cs+]. Product: [Cl:1][C:2]1[CH:3]=[CH:4][C:5]([O:12][CH2:16][C@@H:14]2[CH2:15][O:13]2)=[C:6]([NH:8][C:9](=[O:11])[CH3:10])[CH:7]=1. The catalyst class is: 3. (5) Product: [CH:30]1([C:2]2[N:7]=[C:6]([C:8]([NH2:10])=[O:9])[C:5]([NH:11][C:12]3[CH:17]=[CH:16][CH:15]=[C:14]([S:18]([CH3:21])(=[O:20])=[O:19])[CH:13]=3)=[N:4][C:3]=2[NH:22][C@H:23]2[CH2:28][CH2:27][C@H:26]([OH:29])[CH2:25][CH2:24]2)[CH2:32][CH2:31]1. The catalyst class is: 6. Reactant: Br[C:2]1[N:7]=[C:6]([C:8]([NH2:10])=[O:9])[C:5]([NH:11][C:12]2[CH:17]=[CH:16][CH:15]=[C:14]([S:18]([CH3:21])(=[O:20])=[O:19])[CH:13]=2)=[N:4][C:3]=1[NH:22][C@H:23]1[CH2:28][CH2:27][C@H:26]([OH:29])[CH2:25][CH2:24]1.[CH:30]1(B(O)O)[CH2:32][CH2:31]1.C(=O)([O-])[O-].[K+].[K+].O1CCOCC1. (6) Reactant: [CH:1]1([S:4]([C:7]2[CH:12]=[CH:11][C:10]([C@@H:13]([CH2:23][C@H:24]3[CH2:28][CH2:27][NH:26][CH2:25]3)[C:14]([NH:16][C:17]3[S:18][C:19]([F:22])=[CH:20][N:21]=3)=[O:15])=[CH:9][CH:8]=2)(=[O:6])=[O:5])[CH2:3][CH2:2]1.C[Si]([N:33]=[C:34]=[O:35])(C)C.O. Product: [CH:1]1([S:4]([C:7]2[CH:8]=[CH:9][C:10]([C@H:13]([C:14]([NH:16][C:17]3[S:18][C:19]([F:22])=[CH:20][N:21]=3)=[O:15])[CH2:23][C@H:24]3[CH2:28][CH2:27][N:26]([C:34]([NH2:33])=[O:35])[CH2:25]3)=[CH:11][CH:12]=2)(=[O:5])=[O:6])[CH2:3][CH2:2]1. The catalyst class is: 4. (7) Reactant: [Cl:1][C:2]1[CH:9]=[C:8]([N:10]2[CH2:15][CH2:14][NH:13][C:12](=[O:16])[CH2:11]2)[CH:7]=[CH:6][C:3]=1[C:4]#[N:5].CN(C=O)C.[H-].[Na+].[CH2:24](Br)[C:25]1[CH:30]=[CH:29][CH:28]=[CH:27][CH:26]=1. Product: [CH2:24]([N:13]1[CH2:14][CH2:15][N:10]([C:8]2[CH:7]=[CH:6][C:3]([C:4]#[N:5])=[C:2]([Cl:1])[CH:9]=2)[CH2:11][C:12]1=[O:16])[C:25]1[CH:30]=[CH:29][CH:28]=[CH:27][CH:26]=1. The catalyst class is: 6. (8) Reactant: [CH2:1]([Li])CCC.[Si:6]([O:13][C@@H:14]1[C@@H:18]([CH:19]=O)[CH2:17][N:16]([C:21]([O:23][C:24]([CH3:27])([CH3:26])[CH3:25])=[O:22])[CH2:15]1)([C:9]([CH3:12])([CH3:11])[CH3:10])([CH3:8])[CH3:7]. Product: [Si:6]([O:13][C@@H:14]1[C@@H:18]([CH:19]=[CH2:1])[CH2:17][N:16]([C:21]([O:23][C:24]([CH3:27])([CH3:26])[CH3:25])=[O:22])[CH2:15]1)([C:9]([CH3:12])([CH3:11])[CH3:10])([CH3:8])[CH3:7]. The catalyst class is: 307. (9) Reactant: C[O-].[Na+].[CH3:4][N:5]([S:31]([CH3:34])(=[O:33])=[O:32])[C:6]1[N:15]=[C:14]([C:16]([O:18][CH3:19])=[O:17])[C:13]([O:20]S(C2C=CC(C)=CC=2)(=O)=O)=[C:12]2[C:7]=1[CH:8]=[CH:9][CH:10]=[N:11]2.C(O)(=O)C. Product: [OH:20][C:13]1[C:14]([C:16]([O:18][CH3:19])=[O:17])=[N:15][C:6]([N:5]([CH3:4])[S:31]([CH3:34])(=[O:33])=[O:32])=[C:7]2[C:12]=1[N:11]=[CH:10][CH:9]=[CH:8]2. The catalyst class is: 475.